Dataset: Reaction yield outcomes from USPTO patents with 853,638 reactions. Task: Predict the reaction yield, written as a fraction of the theoretical maximum amount of product (1.0 means a 100% yield; for example, 0.34 means a 34% yield). (1) The reactants are [Br:1][C:2]1[CH:7]=[CH:6][CH:5]=[CH:4][CH:3]=1.[CH3:8][C:9]1([CH3:16])[CH2:13][C:12](=[O:14])[O:11][C:10]1=[O:15].[Cl-].[Cl-].[Cl-].[Al+3]. The catalyst is ClC(Cl)C. The product is [Br:1][C:2]1[CH:7]=[CH:6][C:5]([C:12](=[O:14])[CH2:13][C:9]([CH3:16])([CH3:8])[C:10]([OH:15])=[O:11])=[CH:4][CH:3]=1. The yield is 0.630. (2) The reactants are [CH3:1][O:2][C:3]1[CH:8]=[CH:7][C:6]([C:9]#[CH:10])=[CH:5][CH:4]=1.I[C:12]1[CH:17]=[CH:16][C:15]([C:18]#[C:19][Si:20]([CH3:23])([CH3:22])[CH3:21])=[CH:14][CH:13]=1. The catalyst is C1COCC1.C(N(CC)CC)C.[Cu]I.C1C=CC(P(C2C=CC=CC=2)C2C=CC=CC=2)=CC=1.C1C=CC(P(C2C=CC=CC=2)C2C=CC=CC=2)=CC=1.Cl[Pd]Cl. The product is [CH3:21][Si:20]([C:19]#[C:18][C:15]1[CH:16]=[CH:17][C:12]([C:10]#[C:9][C:6]2[CH:7]=[CH:8][C:3]([O:2][CH3:1])=[CH:4][CH:5]=2)=[CH:13][CH:14]=1)([CH3:22])[CH3:23]. The yield is 0.987. (3) The reactants are [CH3:1][O:2][C:3]1[CH:4]=[C:5]2[C:10](=[CH:11][C:12]=1[O:13][CH3:14])[N:9]=[CH:8][CH:7]=[C:6]2[O:15][C:16]1[CH:21]=[CH:20][C:19]([C:22]2[C:23](=[O:37])[N:24]([CH2:28][C:29]3[CH:34]=[CH:33][C:32](F)=[C:31](C)[CH:30]=3)[CH:25]=[N:26][CH:27]=2)=[CH:18][C:17]=1[F:38].C(N1C(=O)C([C:40]2[CH:45]=[CH:44][C:43](O)=[C:42](F)[CH:41]=2)=CN=C1)[C:40]1[CH:45]=[CH:44][CH:43]=[CH:42][CH:41]=1. No catalyst specified. The product is [CH2:28]([N:24]1[C:23](=[O:37])[C:22]([C:19]2[CH:20]=[CH:21][C:16]([O:15][C:6]3[C:5]4[C:10](=[CH:11][C:12]([O:13][CH2:14][C:40]5[CH:45]=[CH:44][CH:43]=[CH:42][CH:41]=5)=[C:3]([O:2][CH3:1])[CH:4]=4)[N:9]=[CH:8][CH:7]=3)=[C:17]([F:38])[CH:18]=2)=[CH:27][N:26]=[CH:25]1)[C:29]1[CH:30]=[CH:31][CH:32]=[CH:33][CH:34]=1. The yield is 0.270. (4) The yield is 0.610. The product is [N+:15]([C:10]1[CH:11]=[CH:12][CH:13]=[CH:14][C:9]=1[CH:8]1[CH2:7][CH:6]1[CH:18]1[CH2:20][CH2:19]1)([O-:17])=[O:16]. The catalyst is CN(C)C=O. The reactants are CS(O[CH:6]([CH:18]1[CH2:20][CH2:19]1)[CH2:7][CH2:8][C:9]1[CH:14]=[CH:13][CH:12]=[CH:11][C:10]=1[N+:15]([O-:17])=[O:16])(=O)=O.[OH-].[K+]. (5) The reactants are C(=O)([O-])[O-].[Cs+].[Cs+].Br[CH2:8][CH2:9][O:10][CH:11]1[CH2:16][CH2:15][CH2:14][CH2:13][O:12]1.[Br:17][C:18]1[CH:19]=[C:20]([C:24]([C:26]2[CH:31]=[CH:30][C:29]([OH:32])=[CH:28][CH:27]=2)=[CH2:25])[CH:21]=[CH:22][CH:23]=1.ClCCl. The catalyst is CN(C)C=O.C1CCCCC1.C(OCC)(=O)C.O. The product is [Br:17][C:18]1[CH:19]=[C:20]([C:24]([C:26]2[CH:27]=[CH:28][C:29]([O:32][CH2:8][CH2:9][O:10][CH:11]3[CH2:16][CH2:15][CH2:14][CH2:13][O:12]3)=[CH:30][CH:31]=2)=[CH2:25])[CH:21]=[CH:22][CH:23]=1. The yield is 0.470. (6) The reactants are [C:1]1([C@H:7]2[CH2:11][CH2:10][C@@H:9]([CH2:12][O:13][Si:14]([CH3:17])([CH3:16])[CH3:15])[NH:8]2)[CH:6]=[CH:5][CH:4]=[CH:3][CH:2]=1.CCN(CC)CC.[Cl:25][C:26]1[CH:31]=[CH:30][C:29]([S:32](Cl)(=[O:34])=[O:33])=[CH:28][CH:27]=1. The catalyst is C(Cl)CCl.C(Cl)Cl. The product is [Cl:25][C:26]1[CH:31]=[CH:30][C:29]([S:32]([N:8]2[C@H:9]([CH2:12][O:13][Si:14]([CH3:17])([CH3:16])[CH3:15])[CH2:10][CH2:11][C@@H:7]2[C:1]2[CH:2]=[CH:3][CH:4]=[CH:5][CH:6]=2)(=[O:34])=[O:33])=[CH:28][CH:27]=1. The yield is 0.460. (7) The reactants are [Br:1][C:2]1[CH:3]=[C:4]([CH2:14][C@@H:15]([CH2:20][C:21]([O:23][CH3:24])=[O:22])[C:16]([O:18]C)=O)[C:5]([CH2:12]O)=[C:6]2[C:10]=1[NH:9][N:8]=[C:7]2[Cl:11].S(Cl)(Cl)=O.[F:29][C:30]([F:34])([F:33])[CH2:31][NH2:32].C(=O)([O-])[O-].[K+].[K+].C(O)(=O)C. The catalyst is C(#N)C.C(OCC)(=O)C. The product is [Br:1][C:2]1[C:10]2[NH:9][N:8]=[C:7]([Cl:11])[C:6]=2[C:5]2[CH2:12][N:32]([CH2:31][C:30]([F:34])([F:33])[F:29])[C:16](=[O:18])[C@H:15]([CH2:20][C:21]([O:23][CH3:24])=[O:22])[CH2:14][C:4]=2[CH:3]=1. The yield is 0.460.